Dataset: Catalyst prediction with 721,799 reactions and 888 catalyst types from USPTO. Task: Predict which catalyst facilitates the given reaction. (1) Reactant: [CH3:1][C:2]1[CH:11]=[CH:10][C:9]2[C:4](=[CH:5][CH:6]=[C:7]([NH:18]C(=O)OC(C)(C)C)[C:8]=2[C:12]2[CH:17]=[CH:16][CH:15]=[CH:14][CH:13]=2)[N:3]=1.N. Product: [CH3:1][C:2]1[CH:11]=[CH:10][C:9]2[C:4](=[CH:5][CH:6]=[C:7]([NH2:18])[C:8]=2[C:12]2[CH:17]=[CH:16][CH:15]=[CH:14][CH:13]=2)[N:3]=1. The catalyst class is: 254. (2) Reactant: [CH2:1]([O:8][C:9]1[S:13][C:12]([C:14]#[N:15])=[CH:11][CH:10]=1)[C:2]1[CH:7]=[CH:6][CH:5]=[CH:4][CH:3]=1.[H-].[Al+3].[Li+].[H-].[H-].[H-].[F-].[Na+]. Product: [CH2:1]([O:8][C:9]1[S:13][C:12]([CH2:14][NH2:15])=[CH:11][CH:10]=1)[C:2]1[CH:3]=[CH:4][CH:5]=[CH:6][CH:7]=1. The catalyst class is: 7. (3) Reactant: Cl.[NH:2]1[C:6]2[CH:7]=[CH:8][C:9]([C:11]([N:13]3[CH2:20][C@@H:19]4[C@H:15]([CH2:16][NH:17][CH2:18]4)[CH2:14]3)=[O:12])=[CH:10][C:5]=2[N:4]=[N:3]1.CN1CCOCC1.[CH:28]([C:31]1[CH:41]=[CH:40][C:39]([CH3:42])=[CH:38][C:32]=1[O:33][CH2:34][C:35](O)=[O:36])([CH3:30])[CH3:29].F[P-](F)(F)(F)(F)F.N1(OC(N(C)C)=[N+](C)C)C2N=CC=CC=2N=N1. Product: [NH:2]1[C:6]2[CH:7]=[CH:8][C:9]([C:11]([N:13]3[CH2:14][C@H:15]4[CH2:16][N:17]([C:35](=[O:36])[CH2:34][O:33][C:32]5[CH:38]=[C:39]([CH3:42])[CH:40]=[CH:41][C:31]=5[CH:28]([CH3:29])[CH3:30])[CH2:18][C@@H:19]4[CH2:20]3)=[O:12])=[CH:10][C:5]=2[N:4]=[N:3]1. The catalyst class is: 9. (4) Reactant: [NH2:1][C:2](=[O:34])[C:3]([C:5]1[C:9]2[C:10]([O:14][CH2:15][C:16]([OH:18])=[O:17])=[N:11][CH:12]=[CH:13][C:8]=2[N:7]([CH2:19][C:20]2[CH:25]=[CH:24][CH:23]=[CH:22][C:21]=2C2C=CC=CC=2)[C:6]=1[CH2:32][CH3:33])=[O:4].[OH-].[K+].[OH-].[Li+]. Product: [NH2:1][C:2](=[O:34])[C:3]([C:5]1[C:9]2[C:10]([O:14][CH2:15][C:16]([OH:18])=[O:17])=[N:11][CH:12]=[CH:13][C:8]=2[N:7]([CH2:19][C:20]2[CH:25]=[CH:24][CH:23]=[CH:22][CH:21]=2)[C:6]=1[CH2:32][CH3:33])=[O:4]. The catalyst class is: 24.